Task: Predict the product of the given reaction.. Dataset: Forward reaction prediction with 1.9M reactions from USPTO patents (1976-2016) Given the reactants [NH2:1][C:2]1[CH:3]=[C:4]2[C:8](=[CH:9][CH:10]=1)[NH:7][C:6]([C:11]([N:13]1[CH2:18][CH2:17][CH:16]([CH2:19][C:20]([CH3:23])([OH:22])[CH3:21])[CH2:15][CH2:14]1)=[O:12])=[CH:5]2.[C:24](OC(=O)C)(=[O:26])[CH3:25].O, predict the reaction product. The product is: [OH:22][C:20]([CH3:23])([CH3:21])[CH2:19][CH:16]1[CH2:17][CH2:18][N:13]([C:11]([C:6]2[NH:7][C:8]3[C:4]([CH:5]=2)=[CH:3][C:2]([NH:1][C:24](=[O:26])[CH3:25])=[CH:10][CH:9]=3)=[O:12])[CH2:14][CH2:15]1.